This data is from Catalyst prediction with 721,799 reactions and 888 catalyst types from USPTO. The task is: Predict which catalyst facilitates the given reaction. (1) Reactant: [Cl:1][C:2]1[CH:8]=[C:7](I)[CH:6]=[C:5]([Cl:10])[C:3]=1[NH2:4].[C:11]1(B(O)O)[CH:16]=[CH:15][CH:14]=[CH:13][CH:12]=1.C(=O)([O-])[O-].[Na+].[Na+]. Product: [Cl:1][C:2]1[CH:8]=[C:7]([C:11]2[CH:16]=[CH:15][CH:14]=[CH:13][CH:12]=2)[CH:6]=[C:5]([Cl:10])[C:3]=1[NH2:4]. The catalyst class is: 234. (2) Reactant: [CH3:1][NH2:2].Br[CH2:4][CH2:5][C:6]1[C:11]([N+:12]([O-:14])=[O:13])=[CH:10][CH:9]=[CH:8][C:7]=1[Cl:15]. Product: [Cl:15][C:7]1[CH:8]=[CH:9][CH:10]=[C:11]([N+:12]([O-:14])=[O:13])[C:6]=1[CH2:5][CH2:4][NH:2][CH3:1]. The catalyst class is: 1. (3) Reactant: [OH-].[Li+].[CH3:3][O:4][C:5]1[CH:27]=[CH:26][C:25]([O:28][CH3:29])=[CH:24][C:6]=1[CH2:7][O:8][C:9]1[CH:18]=[C:17]2[C:12]([CH:13]=[C:14]([C:20]([O:22]C)=[O:21])[C:15](=[O:19])[O:16]2)=[CH:11][CH:10]=1. Product: [CH3:3][O:4][C:5]1[CH:27]=[CH:26][C:25]([O:28][CH3:29])=[CH:24][C:6]=1[CH2:7][O:8][C:9]1[CH:18]=[C:17]2[C:12]([CH:13]=[C:14]([C:20]([OH:22])=[O:21])[C:15](=[O:19])[O:16]2)=[CH:11][CH:10]=1. The catalyst class is: 20. (4) Reactant: [O:1]1[C:5]2[CH:6]=[CH:7][C:8]([C:10]([OH:12])=O)=[CH:9][C:4]=2[O:3][CH2:2]1.N1(C(N2C=CN=C2)=O)C=CN=C1.[CH3:25][NH:26][O:27][CH3:28]. Product: [CH3:28][O:27][N:26]([CH3:25])[C:10]([C:8]1[CH:7]=[CH:6][C:5]2[O:1][CH2:2][O:3][C:4]=2[CH:9]=1)=[O:12]. The catalyst class is: 9.